From a dataset of Forward reaction prediction with 1.9M reactions from USPTO patents (1976-2016). Predict the product of the given reaction. (1) Given the reactants Cl[C:2]1[N:7]=[C:6]([N:8]2[CH2:13][CH2:12][N:11]([C:14]([O:16][C:17]([CH3:20])([CH3:19])[CH3:18])=[O:15])[C@H:10]([CH2:21][CH:22]([CH3:24])[CH3:23])[CH2:9]2)[C:5]([F:25])=[CH:4][C:3]=1[C:26]#[N:27].CC1(C)C(C)(C)OB([C:36]2[C:44]3[C:39](=[N:40][CH:41]=[CH:42][CH:43]=3)[N:38]([C:45]([C:58]3[CH:63]=[CH:62][CH:61]=[CH:60][CH:59]=3)([C:52]3[CH:57]=[CH:56][CH:55]=[CH:54][CH:53]=3)[C:46]3[CH:51]=[CH:50][CH:49]=[CH:48][CH:47]=3)[N:37]=2)O1.[O-]P([O-])([O-])=O.[K+].[K+].[K+], predict the reaction product. The product is: [C:26]([C:3]1[CH:4]=[C:5]([F:25])[C:6]([N:8]2[CH2:13][CH2:12][N:11]([C:14]([O:16][C:17]([CH3:18])([CH3:20])[CH3:19])=[O:15])[C@H:10]([CH2:21][CH:22]([CH3:24])[CH3:23])[CH2:9]2)=[N:7][C:2]=1[C:36]1[C:44]2[C:39](=[N:40][CH:41]=[CH:42][CH:43]=2)[N:38]([C:45]([C:58]2[CH:63]=[CH:62][CH:61]=[CH:60][CH:59]=2)([C:52]2[CH:53]=[CH:54][CH:55]=[CH:56][CH:57]=2)[C:46]2[CH:51]=[CH:50][CH:49]=[CH:48][CH:47]=2)[N:37]=1)#[N:27]. (2) Given the reactants [C:1]([C:3]1[CH:4]=[C:5]2[N:11]=[C:10]([C:12]([C:14]3[C:22]([O:23][CH3:24])=[CH:21][C:20]([CH3:25])=[C:19]4[C:15]=3[CH:16]=[CH:17][N:18]4[C:26]([O:28][C:29]([CH3:32])([CH3:31])[CH3:30])=[O:27])=[O:13])[N:9]([CH2:33][O:34][CH2:35][CH2:36][Si:37]([CH3:40])([CH3:39])[CH3:38])[C:6]2=[N:7][CH:8]=1)#[N:2].[CH3:41][Mg]I, predict the reaction product. The product is: [C:1]([C:3]1[CH:4]=[C:5]2[N:11]=[C:10]([C:12]([C:14]3[C:22]([O:23][CH3:24])=[CH:21][C:20]([CH3:25])=[C:19]4[C:15]=3[CH:16]=[CH:17][N:18]4[C:26]([O:28][C:29]([CH3:30])([CH3:31])[CH3:32])=[O:27])([OH:13])[CH3:41])[N:9]([CH2:33][O:34][CH2:35][CH2:36][Si:37]([CH3:38])([CH3:39])[CH3:40])[C:6]2=[N:7][CH:8]=1)#[N:2]. (3) Given the reactants C(O)(C(F)(F)F)=O.C(OC(=O)[NH:14][C@H:15]([C:20]1[CH:29]=[CH:28][C:27]2[C:22](=[CH:23][CH:24]=[CH:25][CH:26]=2)[CH:21]=1)[C@H:16]([OH:19])[CH2:17][OH:18])(C)(C)C, predict the reaction product. The product is: [NH2:14][C@H:15]([C:20]1[CH:29]=[CH:28][C:27]2[C:22](=[CH:23][CH:24]=[CH:25][CH:26]=2)[CH:21]=1)[C@H:16]([OH:19])[CH2:17][OH:18]. (4) Given the reactants [N:1]1[C:6]2[NH:7][CH:8]=[CH:9][C:5]=2[CH:4]=[N:3][CH:2]=1.[N+:10]([O-])([OH:12])=[O:11].C(=O)(O)[O-].[Na+], predict the reaction product. The product is: [N+:10]([C:9]1[C:5]2[CH:4]=[N:3][CH:2]=[N:1][C:6]=2[NH:7][CH:8]=1)([O-:12])=[O:11]. (5) Given the reactants FC(F)(F)C1C=C(NC(=O)NC2C=CC(C3SC(CCC(O)=O)=NC=3)=CC=2)C=CC=1.[C:31]1([CH3:62])[CH:36]=[CH:35][C:34]([NH:37][C:38](=[O:61])[NH:39][C:40]2[CH:45]=[CH:44][C:43]([C:46]3[S:50][C:49]([CH:51]4[CH2:56][CH2:55][CH:54]([C:57]([O:59]C)=[O:58])[CH2:53][CH2:52]4)=[N:48][CH:47]=3)=[CH:42][CH:41]=2)=[CH:33][CH:32]=1, predict the reaction product. The product is: [C:31]1([CH3:62])[CH:32]=[CH:33][C:34]([NH:37][C:38](=[O:61])[NH:39][C:40]2[CH:45]=[CH:44][C:43]([C:46]3[S:50][C:49]([CH:51]4[CH2:52][CH2:53][CH:54]([C:57]([OH:59])=[O:58])[CH2:55][CH2:56]4)=[N:48][CH:47]=3)=[CH:42][CH:41]=2)=[CH:35][CH:36]=1. (6) Given the reactants [F:1][C:2]1[CH:34]=[C:33]([F:35])[CH:32]=[CH:31][C:3]=1[CH2:4][N:5]([CH2:16][C:17]1[CH:30]=[CH:29][C:20]([O:21][C:22]2[CH:23]=[C:24]([OH:28])[CH:25]=[CH:26][CH:27]=2)=[CH:19][CH:18]=1)[C:6]1[CH:11]=[CH:10][CH:9]=[C:8]([N+:12]([O-:14])=[O:13])[C:7]=1[CH3:15].Br[CH2:37][CH2:38][CH2:39][C:40]([O:42][CH2:43][CH3:44])=[O:41], predict the reaction product. The product is: [F:1][C:2]1[CH:34]=[C:33]([F:35])[CH:32]=[CH:31][C:3]=1[CH2:4][N:5]([CH2:16][C:17]1[CH:30]=[CH:29][C:20]([O:21][C:22]2[CH:23]=[C:24]([CH:25]=[CH:26][CH:27]=2)[O:28][CH2:37][CH2:38][CH2:39][C:40]([O:42][CH2:43][CH3:44])=[O:41])=[CH:19][CH:18]=1)[C:6]1[CH:11]=[CH:10][CH:9]=[C:8]([N+:12]([O-:14])=[O:13])[C:7]=1[CH3:15]. (7) Given the reactants [C:1]([C:5]1[CH:10]=[CH:9][C:8]([N:11]2[C@@H:15]([C:16]3[C:44]([F:45])=[CH:43][C:19]4[N:20](COCC[Si](C)(C)C)[C:21]([C@@H:23]5[CH2:27][CH2:26][CH2:25][N:24]5C(OC(C)(C)C)=O)=[N:22][C:18]=4[CH:17]=3)[CH2:14][CH2:13][C@@H:12]2[C:46]2[C:74]([F:75])=[CH:73][C:49]3[N:50](COCC[Si](C)(C)C)[C:51]([C@H:53]4[CH2:57][CH2:56][CH2:55][N:54]4C(OC(C)(C)C)=O)=[N:52][C:48]=3[CH:47]=2)=[CH:7][CH:6]=1)([CH3:4])([CH3:3])[CH3:2].Cl.O1CCOCC1, predict the reaction product. The product is: [C:1]([C:5]1[CH:6]=[CH:7][C:8]([N:11]2[C@@H:15]([C:16]3[C:44]([F:45])=[CH:43][C:19]4[N:20]=[C:21]([C@@H:23]5[CH2:27][CH2:26][CH2:25][NH:24]5)[NH:22][C:18]=4[CH:17]=3)[CH2:14][CH2:13][C@@H:12]2[C:46]2[C:74]([F:75])=[CH:73][C:49]3[N:50]=[C:51]([C@@H:53]4[CH2:57][CH2:56][CH2:55][NH:54]4)[NH:52][C:48]=3[CH:47]=2)=[CH:9][CH:10]=1)([CH3:4])([CH3:2])[CH3:3].